This data is from Forward reaction prediction with 1.9M reactions from USPTO patents (1976-2016). The task is: Predict the product of the given reaction. (1) Given the reactants [C:1]([O:5][C:6](=[O:35])[N:7]([CH:9]1[CH2:14][CH2:13][CH:12]([NH:15][CH2:16][C:17]2[CH:18]=[C:19]([C:25]3[CH:30]=[CH:29][C:28]([S:31](=[O:34])(=[O:33])[NH2:32])=[CH:27][CH:26]=3)[CH:20]=[CH:21][C:22]=2[O:23][CH3:24])[CH2:11][CH2:10]1)[CH3:8])([CH3:4])([CH3:3])[CH3:2].[Cl:36][C:37]1[C:38]2[C:48]([F:49])=[CH:47][CH:46]=[C:45]([F:50])[C:39]=2[S:40][C:41]=1[C:42](Cl)=[O:43], predict the reaction product. The product is: [C:1]([O:5][C:6](=[O:35])[N:7]([CH:9]1[CH2:14][CH2:13][CH:12]([N:15]([C:42]([C:41]2[S:40][C:39]3[C:45]([F:50])=[CH:46][CH:47]=[C:48]([F:49])[C:38]=3[C:37]=2[Cl:36])=[O:43])[CH2:16][C:17]2[CH:18]=[C:19]([C:25]3[CH:30]=[CH:29][C:28]([S:31](=[O:33])(=[O:34])[NH2:32])=[CH:27][CH:26]=3)[CH:20]=[CH:21][C:22]=2[O:23][CH3:24])[CH2:11][CH2:10]1)[CH3:8])([CH3:4])([CH3:2])[CH3:3]. (2) Given the reactants [Cl:1][C:2]1[C:3]2[N:11]=[CH:10][C:9]([O:12][CH2:13][C:14]3O[CH:16]=[CH:17][N:18]=3)=[CH:8][C:4]=2[N:5]=[CH:6][N:7]=1.[CH3:19][C:20]1[O:21]C(C)=C(COC2C=NC3C(=O)NC=NC=3C=2)N=1, predict the reaction product. The product is: [Cl:1][C:2]1[C:3]2[N:11]=[CH:10][C:9]([O:12][CH2:13][C:14]3[N:18]=[C:17]([CH3:16])[O:21][C:20]=3[CH3:19])=[CH:8][C:4]=2[N:5]=[CH:6][N:7]=1. (3) Given the reactants [C:1]([CH2:4][C:5](=[O:7])[CH3:6])(=[O:3])[CH3:2].B(OB=O)=O.[O:13]1[C:18]2[CH:19]=[CH:20][C:21]([CH:23]=O)=[CH:22][C:17]=2[O:16][CH2:15][CH2:14]1.B([O:36][CH2:37][CH2:38][CH2:39][CH3:40])(OCCCC)OCCCC.[CH2:41](N)CCC.Cl.C([O-])(O)=O.[Na+].[C:52]([O:55][CH2:56][CH3:57])(=O)[CH3:53], predict the reaction product. The product is: [O:36]1[C:37]2[CH:38]=[CH:39][C:40](/[CH:41]=[CH:6]/[C:5](=[O:7])[CH2:4][C:1](=[O:3])/[CH:2]=[CH:23]/[C:21]3[CH:20]=[CH:19][C:18]4[O:13][CH2:14][CH2:15][O:16][C:17]=4[CH:22]=3)=[CH:57][C:56]=2[O:55][CH2:52][CH2:53]1. (4) Given the reactants [CH3:1][C:2]1[CH:3]=[C:4]([CH:20]=[CH:21][C:22]=1[CH3:23])[C:5]([C:7]1[C:16](=[O:17])[C:15]2[C:10](=[CH:11][C:12]([F:19])=[C:13]([F:18])[CH:14]=2)[NH:9][CH:8]=1)=[O:6].[Br:24][C:25]1[CH:30]=[CH:29][CH:28]=[C:27]([CH2:31]Br)[N:26]=1.C1(C)C=CC=CC=1.C[Si]([N-][Si](C)(C)C)(C)C.[K+], predict the reaction product. The product is: [Br:24][C:25]1[N:26]=[C:27]([CH2:31][N:9]2[C:10]3[C:15](=[CH:14][C:13]([F:18])=[C:12]([F:19])[CH:11]=3)[C:16](=[O:17])[C:7]([C:5](=[O:6])[C:4]3[CH:20]=[CH:21][C:22]([CH3:23])=[C:2]([CH3:1])[CH:3]=3)=[CH:8]2)[CH:28]=[CH:29][CH:30]=1. (5) Given the reactants C(OC(=O)[NH:7][C:8]1[CH:16]=[CH:15][C:14]([CH:17]2[CH2:21][CH:20]([OH:22])[CH:19]([OH:23])[CH2:18]2)=[C:13]2[C:9]=1[C:10](=[O:25])[N:11]([CH3:24])[CH2:12]2)(C)(C)C.[C:27]([OH:33])([C:29]([F:32])([F:31])[F:30])=[O:28], predict the reaction product. The product is: [F:30][C:29]([F:32])([F:31])[C:27]([OH:33])=[O:28].[NH2:7][C:8]1[CH:16]=[CH:15][C:14]([CH:17]2[CH2:18][CH:19]([OH:23])[CH:20]([OH:22])[CH2:21]2)=[C:13]2[C:9]=1[C:10](=[O:25])[N:11]([CH3:24])[CH2:12]2.